Dataset: Forward reaction prediction with 1.9M reactions from USPTO patents (1976-2016). Task: Predict the product of the given reaction. Given the reactants [O:1]1[C:5]2[CH:6]=[CH:7][C:8]([C:10]3[C:11]([O:30][CH2:31][CH2:32][OH:33])=[N:12][N:13]([CH3:29])[C:14]=3[NH:15][S:16]([C:19]3[CH:24]=[CH:23][C:22]([C:25]([CH3:28])([CH3:27])[CH3:26])=[CH:21][CH:20]=3)(=[O:18])=[O:17])=[CH:9][C:4]=2[O:3][CH2:2]1.Cl[C:35]1[N:40]=[CH:39][C:38]([S:41]([CH3:44])(=[O:43])=[O:42])=[CH:37][N:36]=1, predict the reaction product. The product is: [O:1]1[C:5]2[CH:6]=[CH:7][C:8]([C:10]3[C:11]([O:30][CH2:31][CH2:32][O:33][C:35]4[N:40]=[CH:39][C:38]([S:41]([CH3:44])(=[O:43])=[O:42])=[CH:37][N:36]=4)=[N:12][N:13]([CH3:29])[C:14]=3[NH:15][S:16]([C:19]3[CH:24]=[CH:23][C:22]([C:25]([CH3:28])([CH3:26])[CH3:27])=[CH:21][CH:20]=3)(=[O:18])=[O:17])=[CH:9][C:4]=2[O:3][CH2:2]1.